This data is from Reaction yield outcomes from USPTO patents with 853,638 reactions. The task is: Predict the reaction yield, written as a fraction of the theoretical maximum amount of product (1.0 means a 100% yield; for example, 0.34 means a 34% yield). (1) The reactants are [Cl:1][C:2]1[N:3]=[CH:4][NH:5][CH:6]=1.Cl[C:8]1[CH:13]=[CH:12][C:11]([N+:14]([O-:16])=[O:15])=[CH:10][C:9]=1[O:17][CH3:18].[OH-].[K+].O. The catalyst is CS(C)=O. The product is [Cl:1][C:2]1[N:3]=[CH:4][N:5]([C:8]2[CH:13]=[CH:12][C:11]([N+:14]([O-:16])=[O:15])=[CH:10][C:9]=2[O:17][CH3:18])[CH:6]=1. The yield is 0.420. (2) The reactants are [CH:1]([C:4]1[CH:12]=[C:7]2[CH:8]=[CH:9][CH:10]=[CH:11][N:6]2[N:5]=1)([CH3:3])[CH3:2].[C:13](O[C:13](=[O:16])[CH2:14][CH3:15])(=[O:16])[CH2:14][CH3:15].C([O-])([O-])=O.[K+].[K+]. The catalyst is OS(O)(=O)=O. The product is [CH:1]([C:4]1[C:12]([C:13](=[O:16])[CH2:14][CH3:15])=[C:7]2[CH:8]=[CH:9][CH:10]=[CH:11][N:6]2[N:5]=1)([CH3:3])[CH3:2]. The yield is 0.154.